From a dataset of Full USPTO retrosynthesis dataset with 1.9M reactions from patents (1976-2016). Predict the reactants needed to synthesize the given product. (1) The reactants are: [Cl:1][C:2]1[CH:3]=[C:4]([C:8]2[CH:9]=[C:10]3[C:15](=[CH:16][CH:17]=2)[NH:14][C:13](=[O:18])[NH:12][C:11]3([CH:20]2[CH2:22][CH2:21]2)[CH3:19])[CH:5]=[CH:6][CH:7]=1.[H-].[Na+].[CH3:25]I.[Cl-].[NH4+].Cl. Given the product [Cl:1][C:2]1[CH:3]=[C:4]([C:8]2[CH:9]=[C:10]3[C:15](=[CH:16][CH:17]=2)[NH:14][C:13](=[O:18])[N:12]([CH3:25])[C:11]3([CH:20]2[CH2:21][CH2:22]2)[CH3:19])[CH:5]=[CH:6][CH:7]=1, predict the reactants needed to synthesize it. (2) Given the product [F:30][C:29]1[CH:28]=[CH:27][C:26]([CH:31]([OH:33])[CH3:32])=[CH:25][C:24]=1[C:2]1[CH:3]=[N:4][C:5]([N:8]2[C:16]3[C:11](=[CH:12][CH:13]=[C:14]([C:17]([O:19][CH3:20])=[O:18])[CH:15]=3)[C:10]([S:21][CH3:22])=[CH:9]2)=[N:6][CH:7]=1, predict the reactants needed to synthesize it. The reactants are: Br[C:2]1[CH:3]=[N:4][C:5]([N:8]2[C:16]3[C:11](=[CH:12][CH:13]=[C:14]([C:17]([O:19][CH3:20])=[O:18])[CH:15]=3)[C:10]([S:21][CH3:22])=[CH:9]2)=[N:6][CH:7]=1.Br[C:24]1[CH:25]=[C:26]([CH:31]([OH:33])[CH3:32])[CH:27]=[CH:28][C:29]=1[F:30]. (3) Given the product [NH2:32][C@:16]12[CH2:28][CH2:27][C@@H:26]([C:29]([CH3:31])=[CH2:30])[C@@H:17]1[C@@H:18]1[C@@:13]([CH3:33])([CH2:14][CH2:15]2)[C@@:12]2([CH3:34])[C@@H:21]([C@:22]3([CH3:25])[C@@H:9]([CH2:10][CH2:11]2)[C:8]([CH3:35])([CH3:36])[C:7]([C:53]2[CH2:58][CH2:57][C@@H:56]([C:59]([O:61][CH2:62][C:63]4[CH:64]=[CH:65][CH:66]=[CH:67][CH:68]=4)=[O:60])[CH2:55][CH:54]=2)=[CH:24][CH2:23]3)[CH2:20][CH2:19]1, predict the reactants needed to synthesize it. The reactants are: FC(F)(F)S(O[C:7]1[C:8]([CH3:36])([CH3:35])[C@H:9]2[C@:22]([CH3:25])([CH2:23][CH:24]=1)[C@@H:21]1[C@:12]([CH3:34])([C@@:13]3([CH3:33])[C@H:18]([CH2:19][CH2:20]1)[C@H:17]1[C@H:26]([C:29]([CH3:31])=[CH2:30])[CH2:27][CH2:28][C@:16]1([NH2:32])[CH2:15][CH2:14]3)[CH2:11][CH2:10]2)(=O)=O.P(=O)(O)(O)O.[K].CC1(C)C(C)(C)OB([C:53]2[CH2:58][CH2:57][C@@H:56]([C:59]([O:61][CH2:62][C:63]3[CH:68]=[CH:67][CH:66]=[CH:65][CH:64]=3)=[O:60])[CH2:55][CH:54]=2)O1.C1(P(C2CCCCC2)C2C=CC=CC=2C2C(OC)=CC=CC=2OC)CCCCC1. (4) Given the product [C:27]([O:31][C:32](=[O:47])[CH2:33][CH2:34][N:35]([C:40]([O:42][C:43]([CH3:46])([CH3:45])[CH3:44])=[O:41])[CH2:36][C:37](=[O:38])[N:17]1[C:18]2[C:14](=[CH:13][C:12]([O:11][CH2:10][C:9]3[CH:21]=[CH:22][C:6]([CH2:2][CH:3]([CH3:5])[CH3:4])=[CH:7][C:8]=3[C:23]([F:26])([F:24])[F:25])=[CH:20][CH:19]=2)[CH2:15][CH2:16]1)([CH3:29])([CH3:30])[CH3:28], predict the reactants needed to synthesize it. The reactants are: Cl.[CH2:2]([C:6]1[CH:22]=[CH:21][C:9]([CH2:10][O:11][C:12]2[CH:13]=[C:14]3[C:18](=[CH:19][CH:20]=2)[NH:17][CH2:16][CH2:15]3)=[C:8]([C:23]([F:26])([F:25])[F:24])[CH:7]=1)[CH:3]([CH3:5])[CH3:4].[C:27]([O:31][C:32](=[O:47])[CH2:33][CH2:34][N:35]([C:40]([O:42][C:43]([CH3:46])([CH3:45])[CH3:44])=[O:41])[CH2:36][C:37](O)=[O:38])([CH3:30])([CH3:29])[CH3:28].CCN(C(C)C)C(C)C.C1C=CC2N(O)N=NC=2C=1.CCN=C=NCCCN(C)C.Cl.C(=O)(O)[O-].[Na+].